This data is from Reaction yield outcomes from USPTO patents with 853,638 reactions. The task is: Predict the reaction yield, written as a fraction of the theoretical maximum amount of product (1.0 means a 100% yield; for example, 0.34 means a 34% yield). (1) The reactants are [CH2:1]([N:7]1[CH2:12][CH:11]2[CH:9]([C:10]2([CH3:25])[C:13]2[CH:18]=[CH:17][CH:16]=[C:15]([C:19]3[CH:24]=[CH:23][CH:22]=[CH:21][N:20]=3)[CH:14]=2)[C:8]1=O)[CH2:2][CH2:3][CH2:4][CH2:5][CH3:6].[H-].[Al+3].[Li+].[H-].[H-].[H-]. The catalyst is O1CCCC1. The product is [CH2:1]([N:7]1[CH2:12][CH:11]2[CH:9]([C:10]2([CH3:25])[C:13]2[CH:18]=[CH:17][CH:16]=[C:15]([C:19]3[CH:24]=[CH:23][CH:22]=[CH:21][N:20]=3)[CH:14]=2)[CH2:8]1)[CH2:2][CH2:3][CH2:4][CH2:5][CH3:6]. The yield is 0.410. (2) The reactants are [F:1][C:2]1[CH:3]=[C:4]([C:10]2[C:11]([C:17]3[CH:22]=[CH:21][C:20]([O:23][CH3:24])=[CH:19][CH:18]=3)=[CH:12][C:13](=[O:16])[NH:14][N:15]=2)[CH:5]=[CH:6][C:7]=1[O:8][CH3:9].[CH2:25](Br)[CH:26]([CH3:28])[CH3:27]. No catalyst specified. The product is [F:1][C:2]1[CH:3]=[C:4]([C:10]2[C:11]([C:17]3[CH:18]=[CH:19][C:20]([O:23][CH3:24])=[CH:21][CH:22]=3)=[CH:12][C:13](=[O:16])[N:14]([CH2:25][CH:26]([CH3:28])[CH3:27])[N:15]=2)[CH:5]=[CH:6][C:7]=1[O:8][CH3:9]. The yield is 0.913. (3) The reactants are [CH3:1][O:2][C:3]1[CH:8]=[C:7]([O:9][CH2:10][C:11]([F:14])([F:13])[F:12])[C:6]([CH3:15])=[CH:5][C:4]=1[N+:16]([O-])=O. The catalyst is CCO.CCOC(C)=O.[Pd]. The product is [CH3:1][O:2][C:3]1[CH:8]=[C:7]([O:9][CH2:10][C:11]([F:12])([F:13])[F:14])[C:6]([CH3:15])=[CH:5][C:4]=1[NH2:16]. The yield is 0.990. (4) The reactants are C(OC(=O)[N:7]([CH2:16][C:17]1[CH:22]=[CH:21][C:20]([O:23][C:24]2[CH:29]=[CH:28][C:27]([C:30](=[O:34])[NH:31][CH2:32]C)=[CH:26][N:25]=2)=[CH:19][CH:18]=1)[CH2:8][CH2:9][C:10]1[CH:15]=[CH:14][CH:13]=[CH:12][CH:11]=1)(C)(C)C.C(O)(C(F)(F)F)=O. The catalyst is C(Cl)Cl. The product is [CH3:32][NH:31][C:30](=[O:34])[C:27]1[CH:28]=[CH:29][C:24]([O:23][C:20]2[CH:21]=[CH:22][C:17]([CH2:16][NH:7][CH2:8][CH2:9][C:10]3[CH:15]=[CH:14][CH:13]=[CH:12][CH:11]=3)=[CH:18][CH:19]=2)=[N:25][CH:26]=1. The yield is 0.950. (5) The reactants are [CH3:1][C:2]([CH3:15])([CH:13]=[CH2:14])[C:3]([O:5][CH2:6][C:7]1[CH:12]=[CH:11][CH:10]=[CH:9][CH:8]=1)=[O:4].[N+](=[CH2:18])=[N-]. The catalyst is C(OCC)C.CC([O-])=O.CC([O-])=O.[Pd+2]. The product is [CH:13]1([C:2]([CH3:15])([CH3:1])[C:3]([O:5][CH2:6][C:7]2[CH:12]=[CH:11][CH:10]=[CH:9][CH:8]=2)=[O:4])[CH2:18][CH2:14]1. The yield is 0.496. (6) The reactants are [O:1]=[C:2]1[CH:7]=[CH:6][N:5]2[N:8]=[CH:9][C:10]([C:11]([O:13]C)=[O:12])=[C:4]2[NH:3]1.[OH-].[Li+].O. The catalyst is C(O)(=O)C. The product is [O:1]=[C:2]1[CH:7]=[CH:6][N:5]2[N:8]=[CH:9][C:10]([C:11]([OH:13])=[O:12])=[C:4]2[NH:3]1. The yield is 0.930. (7) The reactants are [CH2:1]([C:5]1[N:10]=[C:9]([CH2:11][CH3:12])[N:8]([CH2:13][CH:14]([OH:19])[C:15]([CH3:18])([CH3:17])[CH3:16])[C:7](=[O:20])[C:6]=1[CH2:21][C:22]1[CH:27]=[CH:26][C:25]([C:28]2[CH:33]=[CH:32][CH:31]=[CH:30][C:29]=2[C:34]2[NH:38][C:37](=[O:39])[O:36][N:35]=2)=[CH:24][CH:23]=1)[CH2:2][CH2:3][CH3:4].CC(OI1(OC(C)=O)(OC(C)=O)OC(=O)C2C1=CC=CC=2)=O.C(=O)([O-])O.[Na+].S([O-])([O-])(=O)=S.[Na+].[Na+]. The catalyst is ClCCl. The product is [CH2:1]([C:5]1[N:10]=[C:9]([CH2:11][CH3:12])[N:8]([CH2:13][C:14](=[O:19])[C:15]([CH3:16])([CH3:18])[CH3:17])[C:7](=[O:20])[C:6]=1[CH2:21][C:22]1[CH:27]=[CH:26][C:25]([C:28]2[CH:33]=[CH:32][CH:31]=[CH:30][C:29]=2[C:34]2[NH:38][C:37](=[O:39])[O:36][N:35]=2)=[CH:24][CH:23]=1)[CH2:2][CH2:3][CH3:4]. The yield is 1.00. (8) The catalyst is C(Cl)Cl. The product is [N:7]([C@@H:2]([CH3:1])[C:3]([CH3:6])([CH3:5])[CH3:4])=[C:8]=[O:9]. The yield is 0.900. The reactants are [CH3:1][C@H:2]([NH2:7])[C:3]([CH3:6])([CH3:5])[CH3:4].[C:8]([O-])(O)=[O:9].[Na+].ClC(Cl)(OC(=O)OC(Cl)(Cl)Cl)Cl. (9) The reactants are [I:1]N1C(=O)CCC1=O.[F:9][CH:10]([F:19])[O:11][C:12]1[CH:17]=[CH:16][C:15]([OH:18])=[CH:14][CH:13]=1.S(=O)(=O)(O)O. The catalyst is C(O)(=O)C.C(O)(=O)CC(CC(O)=O)(C(O)=O)O.O. The product is [F:9][CH:10]([F:19])[O:11][C:12]1[CH:13]=[CH:14][C:15]([OH:18])=[C:16]([I:1])[CH:17]=1. The yield is 0.420. (10) The catalyst is O1CCOCC1. The reactants are [CH2:1]([C@H:3]1[C@@H:7]([C:8]2[N:12]3[C:13]4[CH:19]=[CH:18][N:17]([S:20]([C:23]5[CH:29]=[CH:28][C:26]([CH3:27])=[CH:25][CH:24]=5)(=[O:22])=[O:21])[C:14]=4[N:15]=[CH:16][C:11]3=[N:10][N:9]=2)[CH2:6][C@@H:5]([NH:30]C(=O)C)[CH2:4]1)[CH3:2].Cl. The yield is 0.560. The product is [CH2:1]([C@H:3]1[C@@H:7]([C:8]2[N:12]3[C:13]4[CH:19]=[CH:18][N:17]([S:20]([C:23]5[CH:24]=[CH:25][C:26]([CH3:27])=[CH:28][CH:29]=5)(=[O:22])=[O:21])[C:14]=4[N:15]=[CH:16][C:11]3=[N:10][N:9]=2)[CH2:6][C@@H:5]([NH2:30])[CH2:4]1)[CH3:2].